This data is from Reaction yield outcomes from USPTO patents with 853,638 reactions. The task is: Predict the reaction yield, written as a fraction of the theoretical maximum amount of product (1.0 means a 100% yield; for example, 0.34 means a 34% yield). (1) The reactants are [CH:1]([N:4]1[C:8]([C:9]2[N:10]=[C:11]3[C:17]4[CH:18]=[CH:19][C:20]([C:22]5[N:26]([CH2:27][CH2:28][O:29]C6CCCCO6)[C:25]([CH3:36])=[N:24][CH:23]=5)=[CH:21][C:16]=4[O:15][CH2:14][CH2:13][N:12]3[CH:37]=2)=[N:7][CH:6]=[N:5]1)([CH3:3])[CH3:2].[CH:38]([N:41]1[C:45]([C:46]2[N:47]=[C:48]3[C:54]4[CH:55]=[CH:56][C:57]([C:59]5[N:60]=[C:61]([CH3:73])[N:62]([CH2:64][CH2:65][O:66]C6CCCCO6)[CH:63]=5)=[CH:58][C:53]=4[O:52][CH2:51][CH2:50][N:49]3[CH:74]=2)=[N:44][CH:43]=[N:42]1)([CH3:40])[CH3:39].Cl. The catalyst is CO. The product is [CH:38]([N:41]1[C:45]([C:46]2[N:47]=[C:48]3[C:54]4[CH:55]=[CH:56][C:57]([C:59]5[N:60]=[C:61]([CH3:73])[N:62]([CH2:64][CH2:65][OH:66])[CH:63]=5)=[CH:58][C:53]=4[O:52][CH2:51][CH2:50][N:49]3[CH:74]=2)=[N:44][CH:43]=[N:42]1)([CH3:40])[CH3:39].[CH:1]([N:4]1[C:8]([C:9]2[N:10]=[C:11]3[C:17]4[CH:18]=[CH:19][C:20]([C:22]5[N:26]([CH2:27][CH2:28][OH:29])[C:25]([CH3:36])=[N:24][CH:23]=5)=[CH:21][C:16]=4[O:15][CH2:14][CH2:13][N:12]3[CH:37]=2)=[N:7][CH:6]=[N:5]1)([CH3:3])[CH3:2]. The yield is 0.720. (2) The reactants are [CH2:1]([O:8][C:9]1[C:10]([C:28](O)=[O:29])=[N:11][C:12]([CH2:16][C:17]2([C:22]3[CH:27]=[CH:26][CH:25]=[CH:24][CH:23]=3)[CH2:21][CH2:20][CH2:19][CH2:18]2)=[N:13][C:14]=1[OH:15])[C:2]1[CH:7]=[CH:6][CH:5]=[CH:4][CH:3]=1.[Si:31]([O:38][CH2:39][CH2:40][NH:41][CH2:42][C:43]([CH3:46])([CH3:45])[CH3:44])([C:34]([CH3:37])([CH3:36])[CH3:35])([CH3:33])[CH3:32].C(N(CC)C(C)C)(C)C.CN(C(ON1N=NC2C=CC=NC1=2)=[N+](C)C)C.F[P-](F)(F)(F)(F)F. The catalyst is CN(C)C=O.O. The product is [Si:31]([O:38][CH2:39][CH2:40][N:41]([CH2:42][C:43]([CH3:46])([CH3:45])[CH3:44])[C:28]([C:10]1[C:9]([O:8][CH2:1][C:2]2[CH:3]=[CH:4][CH:5]=[CH:6][CH:7]=2)=[C:14]([OH:15])[N:13]=[C:12]([CH2:16][C:17]2([C:22]3[CH:27]=[CH:26][CH:25]=[CH:24][CH:23]=3)[CH2:21][CH2:20][CH2:19][CH2:18]2)[N:11]=1)=[O:29])([C:34]([CH3:37])([CH3:36])[CH3:35])([CH3:32])[CH3:33]. The yield is 0.863. (3) The product is [O:33]1[CH2:37][CH2:36][O:35][CH:34]1[C:38]1[CH:39]=[CH:40][C:41]([C:44]2[S:52][C:51]3[C:46](=[N:47][CH:48]=[CH:49][C:50]=3[O:22][C:23]3[CH:28]=[CH:27][C:26]([N+:29]([O-:31])=[O:30])=[CH:25][C:24]=3[F:32])[CH:45]=2)=[N:42][CH:43]=1. The yield is 0.720. No catalyst specified. The reactants are O1CCCOC1C1N(C)C(C2SC3C(=NC=CC=3[O:22][C:23]3[CH:28]=[CH:27][C:26]([N+:29]([O-:31])=[O:30])=[CH:25][C:24]=3[F:32])C=2)=NC=1.[O:33]1[CH2:37][CH2:36][O:35][CH:34]1[C:38]1[CH:39]=[CH:40][C:41]([C:44]2[S:52][C:51]3[C:46](=[N:47][CH:48]=[CH:49][C:50]=3Cl)[CH:45]=2)=[N:42][CH:43]=1. (4) The reactants are Br[C:2]1[CH:7]=[CH:6][C:5]([O:8][C:9]2[CH:14]=[CH:13][CH:12]=[CH:11][CH:10]=2)=[CH:4][C:3]=1[F:15].[Li]CCCC.CC([O:24][B:25](OC(C)C)[O:26]C(C)C)C. The catalyst is O1CCCC1. The product is [F:15][C:3]1[CH:4]=[C:5]([O:8][C:9]2[CH:14]=[CH:13][CH:12]=[CH:11][CH:10]=2)[CH:6]=[CH:7][C:2]=1[B:25]([OH:26])[OH:24]. The yield is 0.920. (5) The reactants are [I:1][C:2]1[C:6]([C:7](O)=[O:8])=[CH:5][N:4]([CH:10]2[CH2:15][CH2:14][CH2:13][CH2:12][O:11]2)[N:3]=1. The catalyst is C1COCC1. The product is [I:1][C:2]1[C:6]([CH2:7][OH:8])=[CH:5][N:4]([CH:10]2[CH2:15][CH2:14][CH2:13][CH2:12][O:11]2)[N:3]=1. The yield is 0.470.